Dataset: Forward reaction prediction with 1.9M reactions from USPTO patents (1976-2016). Task: Predict the product of the given reaction. (1) Given the reactants [ClH:1].O1CCOCC1.[F:8][C@H:9]1[C@:14]([CH2:17][OH:18])([O:15][CH3:16])[CH2:13][CH2:12][N:11](C(OC(C)(C)C)=O)[CH2:10]1, predict the reaction product. The product is: [ClH:1].[F:8][C@H:9]1[C@:14]([CH2:17][OH:18])([O:15][CH3:16])[CH2:13][CH2:12][NH:11][CH2:10]1. (2) Given the reactants [CH2:1]([O:5][C:6]([C:8]1[N:9]=[C:10](Cl)[C:11]2[C:16]([C:17]=1[OH:18])=[CH:15][CH:14]=[CH:13][CH:12]=2)=[O:7])[CH2:2][CH2:3][CH3:4].[F:20][C:21]1[CH:22]=[C:23]([OH:27])[CH:24]=[CH:25][CH:26]=1, predict the reaction product. The product is: [CH2:1]([O:5][C:6]([C:8]1[N:9]=[C:10]([O:27][C:23]2[CH:24]=[CH:25][CH:26]=[C:21]([F:20])[CH:22]=2)[C:11]2[C:16]([C:17]=1[OH:18])=[CH:15][CH:14]=[CH:13][CH:12]=2)=[O:7])[CH2:2][CH2:3][CH3:4]. (3) Given the reactants [C:1]([C:3]1[CH:7]=[C:6]([S:8]([N:11]2[C:17]3[CH:18]=[CH:19][CH:20]=[CH:21][C:16]=3[CH2:15][CH2:14][CH2:13][CH2:12]2)(=[O:10])=[O:9])[S:5][C:4]=1[N:22]=CN(C)C)#[N:2].Cl.O.C(=O)([O-])O.[Na+], predict the reaction product. The product is: [NH2:22][C:4]1[S:5][C:6]([S:8]([N:11]2[C:17]3[CH:18]=[CH:19][CH:20]=[CH:21][C:16]=3[CH2:15][CH2:14][CH2:13][CH2:12]2)(=[O:10])=[O:9])=[CH:7][C:3]=1[C:1]#[N:2]. (4) Given the reactants [NH2:1][C:2]1[CH:18]=[CH:17][C:16]([Cl:19])=[CH:15][C:3]=1[C:4]([NH:6][CH:7]1[CH2:12][CH2:11][C:10](=[O:13])[NH:9][C:8]1=[O:14])=[O:5].[CH:20](OC)(OC)OC.C1(C)C=CC(S(O)(=O)=O)=CC=1, predict the reaction product. The product is: [Cl:19][C:16]1[CH:15]=[C:3]2[C:2](=[CH:18][CH:17]=1)[N:1]=[CH:20][N:6]([CH:7]1[CH2:12][CH2:11][C:10](=[O:13])[NH:9][C:8]1=[O:14])[C:4]2=[O:5]. (5) Given the reactants BrCCBr.C[Si](Cl)(C)C.I[CH2:11][C@H:12]1[NH:16][C:15](=[O:17])[CH2:14][CH2:13]1.C1(C)C=CC=CC=1P(C1C=CC=CC=1C)C1C=CC=CC=1C.[CH2:40]([O:47][C:48]1[CH:53]=[C:52](I)[CH:51]=[CH:50][C:49]=1[N:55]1[S:59](=[O:61])(=[O:60])[N:58]([CH2:62][CH2:63][Si:64]([CH3:67])([CH3:66])[CH3:65])[C:57](=[O:68])[CH2:56]1)[C:41]1[CH:46]=[CH:45][CH:44]=[CH:43][CH:42]=1, predict the reaction product. The product is: [CH2:40]([O:47][C:48]1[CH:53]=[C:52]([CH2:11][C@@H:12]2[CH2:13][CH2:14][C:15](=[O:17])[NH:16]2)[CH:51]=[CH:50][C:49]=1[N:55]1[S:59](=[O:60])(=[O:61])[N:58]([CH2:62][CH2:63][Si:64]([CH3:66])([CH3:65])[CH3:67])[C:57](=[O:68])[CH2:56]1)[C:41]1[CH:42]=[CH:43][CH:44]=[CH:45][CH:46]=1.